This data is from Catalyst prediction with 721,799 reactions and 888 catalyst types from USPTO. The task is: Predict which catalyst facilitates the given reaction. (1) Reactant: [NH2:1][C:2]1[C:7]2=[CH:8][CH:9]=[C:10]([C@@H:11]3[O:21][C@H:20]4[C@@H:13]([O:14][Si:15]([CH:31]([CH3:33])[CH3:32])([CH:28]([CH3:30])[CH3:29])[O:16][Si:17]([CH:25]([CH3:27])[CH3:26])([CH:22]([CH3:24])[CH3:23])[O:18][CH2:19]4)[C@H:12]3[OH:34])[N:6]2[N:5]=[CH:4][N:3]=1.[C:35](=[S:44])(Cl)[O:36][C:37]1[CH:42]=[CH:41][CH:40]=[CH:39][CH:38]=1. Product: [C:35](=[S:44])([O:36][C:37]1[CH:42]=[CH:41][CH:40]=[CH:39][CH:38]=1)[O:34][C@@H:12]1[C@@H:13]2[O:14][Si:15]([CH:28]([CH3:30])[CH3:29])([CH:31]([CH3:33])[CH3:32])[O:16][Si:17]([CH:25]([CH3:26])[CH3:27])([CH:22]([CH3:23])[CH3:24])[O:18][CH2:19][C@H:20]2[O:21][C@H:11]1[C:10]1[N:6]2[C:7]([C:2]([NH2:1])=[N:3][CH:4]=[N:5]2)=[CH:8][CH:9]=1. The catalyst class is: 143. (2) Reactant: [OH:1][C:2]([C:5]1[CH:6]=[C:7]([CH:10]=[CH:11][N:12]=1)[C:8]#N)([CH3:4])[CH3:3].[H-].C([Al+]CC(C)C)C(C)C.CO.C(C(C(C([O-])=O)O)O)([O-])=[O:26].[Na+].[Na+]. Product: [OH:1][C:2]([C:5]1[CH:6]=[C:7]([CH:10]=[CH:11][N:12]=1)[CH:8]=[O:26])([CH3:4])[CH3:3]. The catalyst class is: 11.